From a dataset of TCR-epitope binding with 47,182 pairs between 192 epitopes and 23,139 TCRs. Binary Classification. Given a T-cell receptor sequence (or CDR3 region) and an epitope sequence, predict whether binding occurs between them. (1) The epitope is TPINLVRDL. The TCR CDR3 sequence is CASSFYPPPGEQFF. Result: 1 (the TCR binds to the epitope). (2) The epitope is LLQTGIHVRVSQPSL. The TCR CDR3 sequence is CASSLAVGTGVSFLYEQYF. Result: 0 (the TCR does not bind to the epitope). (3) The epitope is CINGVCWTV. The TCR CDR3 sequence is CASSLEGTSGSPDLNEQFF. Result: 1 (the TCR binds to the epitope). (4) The epitope is DRFYKTLRAEQASQEV. The TCR CDR3 sequence is CASSYSSGELFF. Result: 0 (the TCR does not bind to the epitope). (5) The epitope is KLGGALQAK. The TCR CDR3 sequence is CASSRTRANTGELFF. Result: 1 (the TCR binds to the epitope).